Dataset: Reaction yield outcomes from USPTO patents with 853,638 reactions. Task: Predict the reaction yield, written as a fraction of the theoretical maximum amount of product (1.0 means a 100% yield; for example, 0.34 means a 34% yield). (1) The reactants are Br[C:2]1[O:3][C:4]2[C:24]([O:25]C(=O)C)=[C:23]([O:29][CH3:30])[CH:22]=[CH:21][C:5]=2[C:6]=1[C:7](=[O:20])[C:8]1[CH:13]=[C:12]([O:14][CH3:15])[C:11]([O:16][CH3:17])=[C:10]([O:18][CH3:19])[CH:9]=1.[NH2:31][CH2:32][C:33]([OH:35])=[O:34].C(=O)([O-])[O-].[K+].[K+]. The catalyst is CC#N.O. The product is [OH:25][C:24]1[C:4]2[O:3][C:2]([NH:31][CH2:32][C:33]([OH:35])=[O:34])=[C:6]([C:7](=[O:20])[C:8]3[CH:13]=[C:12]([O:14][CH3:15])[C:11]([O:16][CH3:17])=[C:10]([O:18][CH3:19])[CH:9]=3)[C:5]=2[CH:21]=[CH:22][C:23]=1[O:29][CH3:30]. The yield is 0.510. (2) The reactants are [C:1]1([C:7]2[C:15]3[C:14](=[O:16])[N:13]=[CH:12][NH:11][C:10]=3[S:9][CH:8]=2)[CH:6]=[CH:5][CH:4]=[CH:3][CH:2]=1.Br[CH2:18][CH2:19][CH2:20][O:21][C:22]1[CH:23]=[C:24]([NH:28][C:29](=[O:31])[CH3:30])[CH:25]=[CH:26][CH:27]=1.C(=O)([O-])[O-].[K+].[K+]. The catalyst is CN(C)C=O. The product is [C:1]1([C:7]2[C:15]3[C:14]([O:16][CH2:18][CH2:19][CH2:20][O:21][C:22]4[CH:23]=[C:24]([NH:28][C:29](=[O:31])[CH3:30])[CH:25]=[CH:26][CH:27]=4)=[N:13][CH:12]=[N:11][C:10]=3[S:9][CH:8]=2)[CH:2]=[CH:3][CH:4]=[CH:5][CH:6]=1. The yield is 0.660. (3) The yield is 0.980. The reactants are Br[C:2]1[CH:7]=[CH:6][CH:5]=[C:4]([CH:8]([F:10])[F:9])[CH:3]=1.C([Sn](CCCC)(CCCC)[C:16]([O:18]CC)=[CH2:17])CCC.Cl. The catalyst is C1(C)C=CC=CC=1.C(OCC)(=O)C.O.Cl[Pd](Cl)([P](C1C=CC=CC=1)(C1C=CC=CC=1)C1C=CC=CC=1)[P](C1C=CC=CC=1)(C1C=CC=CC=1)C1C=CC=CC=1. The product is [F:9][CH:8]([F:10])[C:4]1[CH:3]=[C:2]([C:16](=[O:18])[CH3:17])[CH:7]=[CH:6][CH:5]=1.